From a dataset of Forward reaction prediction with 1.9M reactions from USPTO patents (1976-2016). Predict the product of the given reaction. Given the reactants C([Sn](CCCC)(CCCC)[C:6]1[N:10]2[CH:11]=[CH:12][C:13]([C:15]([F:18])([F:17])[F:16])=[N:14][C:9]2=[N:8][CH:7]=1)CCC.Br[C:28]1[CH:29]=[C:30]([N:34]2[CH:38]=[CH:37][N:36]=[CH:35]2)[CH:31]=[CH:32][CH:33]=1, predict the reaction product. The product is: [N:34]1([C:30]2[CH:29]=[C:28]([C:6]3[N:10]4[CH:11]=[CH:12][C:13]([C:15]([F:16])([F:17])[F:18])=[N:14][C:9]4=[N:8][CH:7]=3)[CH:33]=[CH:32][CH:31]=2)[CH:38]=[CH:37][N:36]=[CH:35]1.